This data is from Forward reaction prediction with 1.9M reactions from USPTO patents (1976-2016). The task is: Predict the product of the given reaction. (1) Given the reactants [F:1][C:2]1[CH:9]=[C:8]([I:10])[CH:7]=[CH:6][C:3]=1[CH:4]=[O:5].[CH3:11][Mg]Cl.[Cl-].[NH4+], predict the reaction product. The product is: [F:1][C:2]1[CH:9]=[C:8]([I:10])[CH:7]=[CH:6][C:3]=1[CH:4]([OH:5])[CH3:11]. (2) Given the reactants [NH2:1][C:2]1[N:6]([CH3:7])[N:5]=[C:4]([C:8]2[CH:13]=[CH:12][CH:11]=[CH:10][CH:9]=2)[C:3]=1[C:14]1[CH:28]=[CH:27][C:17]2[N:18]([CH:23]3[CH2:26][CH2:25][CH2:24]3)[C:19](=[O:22])[N:20]([CH3:21])[C:16]=2[CH:15]=1.C(N(CC)CC)C.[C:36](Cl)(=[O:38])[CH3:37], predict the reaction product. The product is: [NH2:1][C:2]1[N:6]([CH3:7])[N:5]=[C:4]([C:8]2[CH:13]=[CH:12][CH:11]=[CH:10][CH:9]=2)[C:3]=1[C:14]1[CH:28]=[CH:27][C:17]2[N:18]([CH:23]3[CH2:26][CH2:25][CH2:24]3)[C:19](=[O:22])[N:20]([CH3:21])[C:16]=2[CH:15]=1.[CH:23]1([N:18]2[C:17]3[CH:27]=[CH:28][C:14]([C:3]4[C:4]([C:8]5[CH:13]=[CH:12][CH:11]=[CH:10][CH:9]=5)=[N:5][N:6]([CH3:7])[C:2]=4[NH:1][C:36](=[O:38])[CH3:37])=[CH:15][C:16]=3[N:20]([CH3:21])[C:19]2=[O:22])[CH2:26][CH2:25][CH2:24]1. (3) Given the reactants [CH3:1][CH2:2][O:3][C:4]([C:6]1([CH3:14])[NH:10][CH:9]([C:11]([OH:13])=[O:12])[CH2:8][S:7]1)=[O:5].N[C@@H:16]([C:19](O)=[O:20])CS, predict the reaction product. The product is: [CH3:1][CH2:2][O:3][C:4]([C:6]1([CH3:14])[N:10]([C:19](=[O:20])[CH3:16])[CH:9]([C:11]([OH:13])=[O:12])[CH2:8][S:7]1)=[O:5]. (4) Given the reactants [F:1][C:2]1[CH:7]=[CH:6][C:5]([N:8]2[C:12]([CH2:13][NH:14]C(=O)OC(C)(C)C)=[CH:11][C:10]([C:22]([F:25])([F:24])[F:23])=[N:9]2)=[CH:4][CH:3]=1.[ClH:26], predict the reaction product. The product is: [ClH:26].[F:1][C:2]1[CH:7]=[CH:6][C:5]([N:8]2[C:12]([CH2:13][NH2:14])=[CH:11][C:10]([C:22]([F:24])([F:23])[F:25])=[N:9]2)=[CH:4][CH:3]=1. (5) Given the reactants [Br:1][CH2:2][CH2:3][C:4]1[CH:12]=[CH:11][C:7]([C:8]([OH:10])=[O:9])=[CH:6][CH:5]=1.[CH3:13][Si](C=[N+]=[N-])(C)C, predict the reaction product. The product is: [Br:1][CH2:2][CH2:3][C:4]1[CH:12]=[CH:11][C:7]([C:8]([O:10][CH3:13])=[O:9])=[CH:6][CH:5]=1. (6) Given the reactants [CH3:1][O-].[Na+].[CH2:4]([O:6][C:7](=[O:21])[CH:8]([C:14]1[CH:19]=[CH:18][C:17]([Br:20])=[CH:16][CH:15]=1)[C:9]([O:11][CH2:12][CH3:13])=[O:10])[CH3:5].IC, predict the reaction product. The product is: [CH2:12]([O:11][C:9](=[O:10])[C:8]([C:14]1[CH:15]=[CH:16][C:17]([Br:20])=[CH:18][CH:19]=1)([CH3:1])[C:7]([O:6][CH2:4][CH3:5])=[O:21])[CH3:13]. (7) Given the reactants [Na+].[P:2]([O:10][CH2:11][C@H:12]1[O:16][C@@H:15]([N:17]2[C:26]3[N:25]=[CH:24][N:23]=[C:21]([NH2:22])[C:20]=3[N:19]=[CH:18]2)[C@H:14]([OH:27])[C@@H:13]1[OH:28])([O:5][P:6]([O-:9])([O-:8])=[O:7])(=[O:4])[O-:3].[Na+].[Na+].N1C=CC=CC=1.[CH3:37][Si:38](Cl)([CH3:40])[CH3:39], predict the reaction product. The product is: [P:2]([O:10][CH2:11][C@H:12]1[O:16][C@@:15]([Si:38]([CH3:40])([CH3:39])[CH3:37])([N:17]2[C:26]3[N:25]=[CH:24][N:23]=[C:21]([NH2:22])[C:20]=3[N:19]=[CH:18]2)[C@H:14]([OH:27])[C@@H:13]1[OH:28])([O:5][P:6]([OH:8])([OH:9])=[O:7])(=[O:3])[OH:4]. (8) Given the reactants [CH3:1][C:2]1[CH:11]=[C:10]([NH:12][C:13]2[CH:14]=[C:15]([C:19]3[CH:24]=[CH:23][CH:22]=[C:21]([CH:25]=O)[CH:20]=3)[CH:16]=[CH:17][CH:18]=2)[C:9]2[C:4](=[CH:5][CH:6]=[CH:7][CH:8]=2)[N:3]=1.[CH2:27]1[C:36]2[C:31](=[CH:32][CH:33]=[CH:34][CH:35]=2)[CH2:30][CH2:29][NH:28]1.[BH-](OC(C)=O)(OC(C)=O)OC(C)=O.[Na+].CC(O)=O, predict the reaction product. The product is: [CH2:27]1[C:36]2[C:31](=[CH:32][CH:33]=[CH:34][CH:35]=2)[CH2:30][CH2:29][N:28]1[CH2:25][C:21]1[CH:20]=[C:19]([C:15]2[CH:16]=[CH:17][CH:18]=[C:13]([NH:12][C:10]3[C:9]4[C:4](=[CH:5][CH:6]=[CH:7][CH:8]=4)[N:3]=[C:2]([CH3:1])[CH:11]=3)[CH:14]=2)[CH:24]=[CH:23][CH:22]=1.